This data is from Forward reaction prediction with 1.9M reactions from USPTO patents (1976-2016). The task is: Predict the product of the given reaction. (1) Given the reactants FC(F)(F)C(O)=O.[C:8]1([C:14]2[CH:19]=[C:18]([CH:20]3[CH2:25][CH2:24][NH:23][CH2:22][CH2:21]3)[CH:17]=[CH:16][C:15]=2[NH:26][C:27]([C:29]2[NH:30][CH:31]=[C:32]([C:34]#[N:35])[N:33]=2)=[O:28])[CH2:13][CH2:12][CH2:11][CH2:10][CH:9]=1.CCN(CC)CC.Cl.[C:44](Cl)(=[O:51])[C:45]1[CH:50]=[CH:49][CH:48]=[N:47][CH:46]=1.CO, predict the reaction product. The product is: [C:8]1([C:14]2[CH:19]=[C:18]([CH:20]3[CH2:21][CH2:22][N:23]([C:44]([C:45]4[CH:46]=[N:47][CH:48]=[CH:49][CH:50]=4)=[O:51])[CH2:24][CH2:25]3)[CH:17]=[CH:16][C:15]=2[NH:26][C:27]([C:29]2[NH:30][CH:31]=[C:32]([C:34]#[N:35])[N:33]=2)=[O:28])[CH2:13][CH2:12][CH2:11][CH2:10][CH:9]=1. (2) Given the reactants C([O:3][P:4]([C:9]([F:40])([F:39])[C:10]1[CH:38]=[CH:37][C:13]([CH2:14][C@@H:15]([C:34](O)=[O:35])[NH:16][C:17](OCC2C3C=CC=CC=3C3C2=CC=CC=3)=O)=[CH:12][CH:11]=1)([O:6]CC)=[O:5])C.Br[C:42]1[CH:43]=[C:44]([CH:68]=[CH:69][C:70]=1[C:71]([P:74]([O:79]CC)([O:76]CC)=[O:75])([F:73])[F:72])[CH2:45][C@@H:46]([C:65]([OH:67])=O)[NH:47]C(OCC1C2C=CC=CC=2C2C1=CC=CC=2)=O.[Br:82][C:83]1[CH:84]=[C:85]([CH:88]=[C:89]([C:91]2([C:94]([F:97])([F:96])[F:95])[N:93]=[N:92]2)[CH:90]=1)CBr.C([N:101](C(C)C)CC)(C)C.IC1C=C(C=C(C2(C(F)(F)F)N=N2)C=1)C(O)=O.CN(C(ON1N=NC2C=CC=NC1=2)=[N+](C)C)C.F[P-](F)(F)(F)(F)F, predict the reaction product. The product is: [Br:82][C:83]1[CH:84]=[C:85]([CH:88]=[C:89]([C:91]2([C:94]([F:97])([F:96])[F:95])[N:93]=[N:92]2)[CH:90]=1)[CH2:17][NH:16][C@H:15]([C:34]([NH:47][C@H:46]([C:65]([NH2:101])=[O:67])[CH2:45][C:44]1[CH:43]=[CH:42][C:70]([C:71]([F:72])([F:73])[P:74]([O-:76])([O-:79])=[O:75])=[CH:69][CH:68]=1)=[O:35])[CH2:14][C:13]1[CH:37]=[CH:38][C:10]([C:9]([F:40])([F:39])[P:4]([O-:6])([O-:3])=[O:5])=[CH:11][CH:12]=1.[NH4+:16].[NH4+:16].[NH4+:16].[NH4+:16]. (3) Given the reactants C(OC(=O)COC1C=CC(Cl)=CC=1C#CC1C=C(S(CCC)(=O)=O)C=CC=1F)(C)(C)C.[C:32]([O:36][C:37](=[O:49])[CH2:38][O:39][C:40]1[CH:45]=[CH:44][C:43]([Cl:46])=[CH:42][C:41]=1[C:47]#[CH:48])([CH3:35])([CH3:34])[CH3:33].Br[C:51]1[CH:64]=[CH:63][C:54]2[CH:55]([OH:62])[C:56]([CH3:61])([CH3:60])[S:57](=[O:59])(=[O:58])[C:53]=2[CH:52]=1, predict the reaction product. The product is: [C:32]([O:36][C:37](=[O:49])[CH2:38][O:39][C:40]1[CH:45]=[CH:44][C:43]([Cl:46])=[CH:42][C:41]=1[C:47]#[C:48][C:51]1[CH:64]=[CH:63][C:54]2[CH:55]([OH:62])[C:56]([CH3:61])([CH3:60])[S:57](=[O:58])(=[O:59])[C:53]=2[CH:52]=1)([CH3:35])([CH3:34])[CH3:33]. (4) Given the reactants [C:1]1(=O)[O:6][C:4](=[O:5])[C:3]2=[CH:7][CH:8]=[CH:9][CH:10]=[C:2]12.O.[NH2:13][NH2:14], predict the reaction product. The product is: [C:4]1(=[O:5])[C:3]2[C:2](=[CH:10][CH:9]=[CH:8][CH:7]=2)[C:1](=[O:6])[NH:14][NH:13]1.